The task is: Predict the reaction yield, written as a fraction of the theoretical maximum amount of product (1.0 means a 100% yield; for example, 0.34 means a 34% yield).. This data is from Reaction yield outcomes from USPTO patents with 853,638 reactions. (1) The reactants are [CH2:1]([C:4]1([CH3:17])[C:13]2[C:8](=[CH:9][CH:10]=[CH:11][CH:12]=2)[C:7](=[O:14])[CH:6]=[C:5]1[O:15]C)[CH:2]=[CH2:3].[OH-].[Na+].Cl. The catalyst is CO. The product is [CH2:1]([C:4]1([CH3:17])[C:13]2[C:8](=[CH:9][CH:10]=[CH:11][CH:12]=2)[C:7]([OH:14])=[CH:6][C:5]1=[O:15])[CH:2]=[CH2:3]. The yield is 0.780. (2) The catalyst is O1CCCC1. The reactants are [Cl:1][C:2]1[CH:21]=[C:20]([C:22]([F:25])([F:24])[F:23])[CH:19]=[CH:18][C:3]=1[CH2:4][N:5]1[C:9]([CH2:10][CH2:11][C:12](O)=[O:13])=[CH:8][C:7]([CH:15]([CH3:17])[CH3:16])=[N:6]1.[CH2:26]([S:31]([NH2:34])(=[O:33])=[O:32])[CH2:27][CH2:28][CH2:29][CH3:30].N12CCCN=C1CCCCC2. The yield is 0.380. The product is [Cl:1][C:2]1[CH:21]=[C:20]([C:22]([F:23])([F:25])[F:24])[CH:19]=[CH:18][C:3]=1[CH2:4][N:5]1[C:9]([CH2:10][CH2:11][C:12]([NH:34][S:31]([CH2:26][CH2:27][CH2:28][CH2:29][CH3:30])(=[O:33])=[O:32])=[O:13])=[CH:8][C:7]([CH:15]([CH3:17])[CH3:16])=[N:6]1. (3) The reactants are C(OC([N:8]1[CH2:13][CH2:12][N:11]([CH2:14][CH2:15][CH2:16][O:17][C:18]2[CH:23]=[CH:22][C:21]([C:24]3[NH:28][C:27]4[CH:29]=[C:30]([F:34])[C:31]([Cl:33])=[CH:32][C:26]=4[N:25]=3)=[CH:20][C:19]=2[Cl:35])[CH2:10][CH2:9]1)=O)(C)(C)C.C(OC(N1CCN(CCCOC2C=CC(C=O)=CC=2Cl)CC1)=O)(C)(C)C.ClC1C=C(N)C(N)=CC=1F. No catalyst specified. The product is [Cl:33][C:31]1[C:30]([F:34])=[CH:29][C:27]2[NH:28][C:24]([C:21]3[CH:22]=[CH:23][C:18]([O:17][CH2:16][CH2:15][CH2:14][N:11]4[CH2:10][CH2:9][NH:8][CH2:13][CH2:12]4)=[C:19]([Cl:35])[CH:20]=3)=[N:25][C:26]=2[CH:32]=1. The yield is 0.150. (4) The reactants are [Cl:1][C:2]1[N:7]=[C:6]([S:8][CH3:9])[N:5]=[C:4]([NH2:10])[CH:3]=1.Cl[CH2:12][CH:13]=O. The catalyst is O1CCOCC1. The product is [ClH:1].[Cl:1][C:2]1[N:7]=[C:6]([S:8][CH3:9])[N:5]2[CH:12]=[CH:13][N:10]=[C:4]2[CH:3]=1. The yield is 0.710.